From a dataset of CYP2D6 inhibition data for predicting drug metabolism from PubChem BioAssay. Regression/Classification. Given a drug SMILES string, predict its absorption, distribution, metabolism, or excretion properties. Task type varies by dataset: regression for continuous measurements (e.g., permeability, clearance, half-life) or binary classification for categorical outcomes (e.g., BBB penetration, CYP inhibition). Dataset: cyp2d6_veith. (1) The result is 0 (non-inhibitor). The drug is COCC(=O)N1CCC2(CC1)CCN(C(=O)NC(C)C)CC2. (2) The compound is CC[C@H](C)C(=O)O[C@@H]1[C@H](O)[C@@H]2[C@H](CN3C[C@@H](C)CC[C@@H]3[C@@]2(C)O)[C@@H]2C[C@@]34O[C@@]5(O)[C@@H](OC(=O)[C@](C)(O)CC)CC[C@@]3(C)[C@H]5[C@H](OC(C)=O)[C@@H](OC(C)=O)[C@H]4[C@@]21O. The result is 0 (non-inhibitor). (3) The result is 0 (non-inhibitor). The molecule is O=C1c2ccccc2CCC12N=NCC2c1ccccc1. (4) The compound is COc1cc(C2C(C#N)=C(N)N(Nc3ccccc3)C3=C2C(=O)CC(C)(C)C3)ccc1OCc1ccccc1. The result is 0 (non-inhibitor). (5) The molecule is CCC[C@@H]1C[C@@]1(CCC)C(NC(=O)c1ccc(-c2ccccc2)cc1)c1cccc(Cl)c1. The result is 0 (non-inhibitor). (6) The result is 0 (non-inhibitor). The drug is CC(=O)O[C@H]1CC[C@@]2(C)[C@@H](CC[C@H]3[C@H]2CC(=O)[C@@]2(C)[C@H](C(C)=O)[C@H](N4CC4)C[C@H]32)C1.